Predict the reactants needed to synthesize the given product. From a dataset of Full USPTO retrosynthesis dataset with 1.9M reactions from patents (1976-2016). Given the product [OH:11][C:9]1[CH:8]=[C:4]([CH:3]=[C:2]([OH:1])[CH:10]=1)[C:5]([NH:12][C:13]1[CH:18]=[CH:17][C:16]([OH:19])=[CH:15][CH:14]=1)=[O:7], predict the reactants needed to synthesize it. The reactants are: [OH:1][C:2]1[CH:3]=[C:4]([CH:8]=[C:9]([OH:11])[CH:10]=1)[C:5]([OH:7])=O.[NH2:12][C:13]1[CH:18]=[CH:17][C:16]([OH:19])=[CH:15][CH:14]=1.